This data is from Full USPTO retrosynthesis dataset with 1.9M reactions from patents (1976-2016). The task is: Predict the reactants needed to synthesize the given product. Given the product [Cl:24][C:17]1[C:18]2[C:23](=[CH:22][CH:21]=[CH:20][CH:19]=2)[N:15]([C:12]2[CH:11]=[CH:10][C:9]([CH2:8][NH2:7])=[CH:14][CH:13]=2)[C:16]=1[C:25]1[O:26][C:27]([CH3:30])=[CH:28][N:29]=1, predict the reactants needed to synthesize it. The reactants are: C(OC(=O)[NH:7][CH2:8][C:9]1[CH:14]=[CH:13][C:12]([N:15]2[C:23]3[C:18](=[CH:19][CH:20]=[CH:21][CH:22]=3)[C:17]([Cl:24])=[C:16]2[C:25]2[O:26][C:27]([CH3:30])=[CH:28][N:29]=2)=[CH:11][CH:10]=1)(C)(C)C.Cl.